From a dataset of Peptide-MHC class I binding affinity with 185,985 pairs from IEDB/IMGT. Regression. Given a peptide amino acid sequence and an MHC pseudo amino acid sequence, predict their binding affinity value. This is MHC class I binding data. (1) The peptide sequence is AYFPREGVF. The MHC is HLA-A26:01 with pseudo-sequence HLA-A26:01. The binding affinity (normalized) is 0.0299. (2) The peptide sequence is DILGVLTIK. The MHC is HLA-A11:01 with pseudo-sequence HLA-A11:01. The binding affinity (normalized) is 0.351. (3) The peptide sequence is SSDDIPPRW. The MHC is HLA-B57:01 with pseudo-sequence HLA-B57:01. The binding affinity (normalized) is 0.325. (4) The peptide sequence is MTYKLAIDMS. The MHC is Mamu-A02 with pseudo-sequence Mamu-A02. The binding affinity (normalized) is 0.257. (5) The peptide sequence is STLPETTVVRR. The MHC is HLA-A33:01 with pseudo-sequence HLA-A33:01. The binding affinity (normalized) is 0.518. (6) The peptide sequence is VTKRDESSIY. The MHC is HLA-A03:01 with pseudo-sequence HLA-A03:01. The binding affinity (normalized) is 0. (7) The peptide sequence is YMREVGAAL. The binding affinity (normalized) is 0.252. The MHC is HLA-C05:01 with pseudo-sequence HLA-C05:01.